From a dataset of Catalyst prediction with 721,799 reactions and 888 catalyst types from USPTO. Predict which catalyst facilitates the given reaction. (1) Reactant: C([O:3][C:4](=[O:17])[CH2:5][CH:6]1[C:14]2[C:9](=[CH:10][CH:11]=[C:12]([O:15][CH3:16])[CH:13]=2)[CH2:8][CH2:7]1)C.C(OC(=O)CC1C2C(=CC(S(Cl)(=O)=O)=C(OC)C=2)CC1)C.COC(C1CC2C(=CC=C(C)C=2)C1)=O.C(OC(=O)CC1C2C(=CC(S)=C(OC)C=2)CC1)C.COC(C1CC2C(=CC=C(S)C=2)C1)=O.COC(=O)CC1C2C(=CC([S:100][CH2:101][C:102]3[S:106][C:105]([C:107]4[CH:112]=[CH:111][C:110]([C:113]([F:116])([F:115])[F:114])=[CH:109][CH:108]=4)=[N:104][C:103]=3[CH3:117])=C(OC)C=2)CC1.CC1N=C(C2C=CC(C(F)(F)F)=CC=2)SC=1CSC1C=C2C(=CC=1)CC(C(O)=O)C2. Product: [CH3:16][O:15][C:12]1[CH:13]=[C:14]2[C:9]([CH2:8][CH2:7][CH:6]2[CH2:5][C:4]([OH:3])=[O:17])=[CH:10][C:11]=1[S:100][CH2:101][C:102]1[S:106][C:105]([C:107]2[CH:108]=[CH:109][C:110]([C:113]([F:116])([F:115])[F:114])=[CH:111][CH:112]=2)=[N:104][C:103]=1[CH3:117]. The catalyst class is: 45. (2) Reactant: [F:1][C:2]1[CH:7]=[C:6]([C:8]([OH:11])([CH3:10])[CH3:9])[CH:5]=[C:4]([F:12])[C:3]=1[C:13]1[S:17][C:16]([NH:18][C:19]2[N:20]=[N:21][C:22]([O:25]CC[Si](C)(C)C)=[CH:23][CH:24]=2)=[C:15]([C:32]([NH2:34])=[O:33])[CH:14]=1.C(O)(C(F)(F)F)=O.C([O-])(O)=O.[Na+]. Product: [F:12][C:4]1[CH:5]=[C:6]([C:8]([OH:11])([CH3:10])[CH3:9])[CH:7]=[C:2]([F:1])[C:3]=1[C:13]1[S:17][C:16]([NH:18][C:19]2[CH:24]=[CH:23][C:22](=[O:25])[NH:21][N:20]=2)=[C:15]([C:32]([NH2:34])=[O:33])[CH:14]=1. The catalyst class is: 2. (3) Reactant: [NH2:1][C:2]1[CH:16]=[CH:15][C:5]([CH2:6][P:7](=[O:14])([O:11][CH2:12][CH3:13])[O:8][CH2:9][CH3:10])=[CH:4][CH:3]=1.[CH3:17][C:18]1[C:22]([CH2:23][CH2:24][C:25](O)=[O:26])=[C:21]([C:28]2[CH:33]=[CH:32][CH:31]=[CH:30][CH:29]=2)[O:20][N:19]=1.O.ON1C2C=CC=CC=2N=N1.Cl.C(N=C=NCCCN(C)C)C. Product: [CH2:12]([O:11][P:7]([CH2:6][C:5]1[CH:4]=[CH:3][C:2]([NH:1][C:25](=[O:26])[CH2:24][CH2:23][C:22]2[C:18]([CH3:17])=[N:19][O:20][C:21]=2[C:28]2[CH:29]=[CH:30][CH:31]=[CH:32][CH:33]=2)=[CH:16][CH:15]=1)([O:8][CH2:9][CH3:10])=[O:14])[CH3:13]. The catalyst class is: 145. (4) Reactant: CS([CH:5]1[CH2:10][CH2:9][C:8](=O)[CH2:7][CH2:6]1)(=O)=O.[N:12]1[CH:17]=[CH:16][CH:15]=[C:14]([CH2:18][NH2:19])[CH:13]=1.CC(O)([C:23]#[N:24])C.C(N(CC)CC)C. Product: [N:12]1[CH:17]=[CH:16][CH:15]=[C:14]([CH2:18][N:19]2[CH:8]3[CH2:9][CH2:10][C:5]2([C:23]#[N:24])[CH2:6][CH2:7]3)[CH:13]=1. The catalyst class is: 5. (5) Product: [F:16][C:14]([F:15])([F:17])[C:13]1[CH:12]=[CH:11][N:10]=[C:9]2[NH:5][CH:6]=[CH:7][C:8]=12. The catalyst class is: 65. Reactant: C([N:5]1[C:9]2=[N:10][CH:11]=[CH:12][C:13]([C:14]([F:17])([F:16])[F:15])=[C:8]2[C:7](C#N)=[CH:6]1)(C)(C)C.[OH-].[Na+].C(=O)(O)[O-].[Na+]. (6) Reactant: [CH3:1][C:2]1[CH:7]=[CH:6][C:5]([N+:8]([O-])=O)=[CH:4][C:3]=1[C:11]1[CH:19]=[C:18]2[C:14]([CH:15]=[CH:16][N:17]2[C:20]2[N:25]=[CH:24][N:23]=[C:22]([NH2:26])[CH:21]=2)=[CH:13][CH:12]=1.O.O.Cl[Sn]Cl.C(=O)(O)[O-].[Na+]. Product: [NH2:8][C:5]1[CH:6]=[CH:7][C:2]([CH3:1])=[C:3]([C:11]2[CH:19]=[C:18]3[C:14]([CH:15]=[CH:16][N:17]3[C:20]3[N:25]=[CH:24][N:23]=[C:22]([NH2:26])[CH:21]=3)=[CH:13][CH:12]=2)[CH:4]=1. The catalyst class is: 8. (7) The catalyst class is: 6. Product: [CH3:20][CH2:21][CH2:22][CH2:23][CH2:24][CH2:25][CH2:26][CH2:27][CH2:28][CH2:29][CH2:30][CH2:31][C:32]1[C:37]([S:38]([O-:41])(=[O:40])=[O:39])=[CH:36][CH:35]=[CH:34][CH:33]=1.[Na+:42].[C:47]. Reactant: OS(O)(=O)=O.O=P12OP3(OP(OP(O3)(O1)=O)(=O)O2)=O.[CH3:20][CH2:21][CH2:22][CH2:23][CH2:24][CH2:25][CH2:26][CH2:27][CH2:28][CH2:29][CH2:30][CH2:31][C:32]1[C:37]([S:38]([O-:41])(=[O:40])=[O:39])=[CH:36][CH:35]=[CH:34][CH:33]=1.[Na+:42].S([O-])(O[CH2:47]CCCCCCCCCCC)(=O)=O.[Na+].NN. (8) Reactant: [C:1]([O:5][CH2:6][C:7]1[CH:12]=[CH:11][CH:10]=[CH:9][CH:8]=1)(=[O:4])[C:2]#[CH:3].[CH2:13]([SnH:17]([CH2:22][CH2:23][CH2:24][CH3:25])[CH2:18][CH2:19][CH2:20][CH3:21])[CH2:14][CH2:15][CH3:16]. Product: [CH2:22]([Sn:17]([CH2:13][CH2:14][CH2:15][CH3:16])([CH2:18][CH2:19][CH2:20][CH3:21])[C:2](=[CH2:3])[C:1]([O:5][CH2:6][C:7]1[CH:12]=[CH:11][CH:10]=[CH:9][CH:8]=1)=[O:4])[CH2:23][CH2:24][CH3:25]. The catalyst class is: 176. (9) Reactant: [CH2:1]([N:3]([CH2:30][CH3:31])[CH2:4][CH2:5][NH:6][C:7]([C:9]1[C:17]2[CH2:16][CH2:15][CH2:14]/[C:13](=[C:18]3/[C:19](=[O:28])[NH:20][C:21]4[C:26]/3=[CH:25][C:24]([F:27])=[CH:23][CH:22]=4)/[C:12]=2[NH:11][C:10]=1[CH3:29])=[O:8])[CH3:2].C(#N)C.[C:35]([OH:42])(=[O:41])/[CH:36]=[CH:37]/[C:38]([OH:40])=[O:39]. Product: [C:35]([OH:42])(=[O:41])/[CH:36]=[CH:37]/[C:38]([OH:40])=[O:39].[CH2:30]([N:3]([CH2:1][CH3:2])[CH2:4][CH2:5][NH:6][C:7]([C:9]1[C:17]2[CH2:16][CH2:15][CH2:14]/[C:13](=[C:18]3/[C:19](=[O:28])[NH:20][C:21]4[C:26]/3=[CH:25][C:24]([F:27])=[CH:23][CH:22]=4)/[C:12]=2[NH:11][C:10]=1[CH3:29])=[O:8])[CH3:31]. The catalyst class is: 4.